Dataset: Forward reaction prediction with 1.9M reactions from USPTO patents (1976-2016). Task: Predict the product of the given reaction. (1) Given the reactants [CH2:1]([O:3][C:4](=[O:29])[CH2:5][CH2:6][CH2:7][O:8][C:9]1[CH:14]=[CH:13][CH:12]=[C:11]([CH2:15][CH2:16][CH2:17][CH2:18][CH2:19][CH2:20]Br)[C:10]=1[CH2:22][CH2:23][C:24]([O:26][CH2:27][CH3:28])=[O:25])[CH3:2].[Br:30][C:31]1[CH:32]=[C:33]([OH:42])[CH:34]=[C:35]([S:37]([CH2:40][CH3:41])(=[O:39])=[O:38])[CH:36]=1.C(=O)([O-])[O-].[K+].[K+], predict the reaction product. The product is: [CH2:1]([O:3][C:4](=[O:29])[CH2:5][CH2:6][CH2:7][O:8][C:9]1[CH:14]=[CH:13][CH:12]=[C:11]([CH2:15][CH2:16][CH2:17][CH2:18][CH2:19][CH2:20][O:42][C:33]2[CH:34]=[C:35]([S:37]([CH2:40][CH3:41])(=[O:39])=[O:38])[CH:36]=[C:31]([Br:30])[CH:32]=2)[C:10]=1[CH2:22][CH2:23][C:24]([O:26][CH2:27][CH3:28])=[O:25])[CH3:2]. (2) The product is: [CH3:1][C:2]1[N:11]([CH2:14][CH2:15][O:16][C:17]2[CH:24]=[CH:23][C:20]([CH:21]=[O:22])=[CH:19][CH:18]=2)[C:10](=[O:12])[C:9]2[C:4](=[CH:5][CH:6]=[CH:7][CH:8]=2)[N:3]=1. Given the reactants [CH3:1][C:2]1[NH:11][C:10](=[O:12])[C:9]2[C:4](=[CH:5][CH:6]=[CH:7][CH:8]=2)[N:3]=1.Br[CH2:14][CH2:15][O:16][C:17]1[CH:24]=[CH:23][C:20]([CH:21]=[O:22])=[CH:19][CH:18]=1.C([O-])([O-])=O.[K+].[K+], predict the reaction product. (3) Given the reactants [CH2:1]([N:3]([CH2:11][CH3:12])[C:4]1[CH:5]=[C:6]([OH:10])[CH:7]=[CH:8][CH:9]=1)[CH3:2].[Br:13][CH2:14][CH2:15][CH2:16]Br.C([O-])([O-])=O.[Cs+].[Cs+], predict the reaction product. The product is: [Br:13][CH2:14][CH2:15][CH2:16][O:10][C:6]1[CH:5]=[C:4]([CH:9]=[CH:8][CH:7]=1)[N:3]([CH2:1][CH3:2])[CH2:11][CH3:12]. (4) Given the reactants [C:1]([C:5]1[N:9]=[C:8]([N:10]2[CH2:15][CH2:14][C:13](=O)[CH2:12][CH2:11]2)[O:7][N:6]=1)([CH3:4])([CH3:3])[CH3:2].[CH:17]1([NH2:20])[CH2:19][CH2:18]1, predict the reaction product. The product is: [C:1]([C:5]1[N:9]=[C:8]([N:10]2[CH2:15][CH2:14][CH:13]([NH:20][CH:17]3[CH2:19][CH2:18]3)[CH2:12][CH2:11]2)[O:7][N:6]=1)([CH3:4])([CH3:3])[CH3:2].